This data is from Forward reaction prediction with 1.9M reactions from USPTO patents (1976-2016). The task is: Predict the product of the given reaction. (1) Given the reactants [CH2:1]([S:4]([C:7]1[C:12]2[N:13]([CH2:16][C:17](O)=[O:18])[CH:14]=[N:15][C:11]=2[CH:10]=[CH:9][CH:8]=1)(=[O:6])=[O:5])CC.ClC1C(SC)=CC=CC=1[N+]([O-])=O, predict the reaction product. The product is: [CH3:1][S:4]([C:7]1[C:12]2[N:13]([CH2:16][CH2:17][OH:18])[CH:14]=[N:15][C:11]=2[CH:10]=[CH:9][CH:8]=1)(=[O:5])=[O:6]. (2) Given the reactants [CH3:1][C:2]1([C:7]2[O:11][C:10]([CH2:12][N:13]3[CH:17]=[C:16]([NH2:18])[CH:15]=[N:14]3)=[CH:9][CH:8]=2)[O:6]CCO1.[Cl:19][C:20]1[C:25]([F:26])=[CH:24][CH:23]=[C:22]([F:27])[C:21]=1/[CH:28]=[CH:29]/[C:30](O)=[O:31], predict the reaction product. The product is: [C:2]([C:7]1[O:11][C:10]([CH2:12][N:13]2[CH:17]=[C:16]([NH:18][C:30](=[O:31])/[CH:29]=[CH:28]/[C:21]3[C:22]([F:27])=[CH:23][CH:24]=[C:25]([F:26])[C:20]=3[Cl:19])[CH:15]=[N:14]2)=[CH:9][CH:8]=1)(=[O:6])[CH3:1]. (3) Given the reactants [ClH:1].[CH3:2][C:3]1[CH:8]=[CH:7][CH:6]=[CH:5][C:4]=1[NH:9][C:10]([C:12]1[CH:16]=[CH:15][S:14][C:13]=1[NH:17]C(=O)OC(C)(C)C)=[O:11].CCOCC, predict the reaction product. The product is: [ClH:1].[NH2:17][C:13]1[S:14][CH:15]=[CH:16][C:12]=1[C:10]([NH:9][C:4]1[CH:5]=[CH:6][CH:7]=[CH:8][C:3]=1[CH3:2])=[O:11]. (4) Given the reactants [CH3:1][C:2]1[S:3][C:4]2[CH:10]=[CH:9][C:8]([O:11][CH2:12][C@H:13]([OH:21])[CH2:14][N:15]3[CH2:20][CH2:19][NH:18][CH2:17][CH2:16]3)=[CH:7][C:5]=2[N:6]=1.[CH2:22](Br)[CH:23]=[CH2:24].C(=O)([O-])[O-].[K+].[K+].ClCCl, predict the reaction product. The product is: [CH3:1][C:2]1[S:3][C:4]2[CH:10]=[CH:9][C:8]([O:11][CH2:12][C@H:13]([OH:21])[CH2:14][N:15]3[CH2:16][CH2:17][N:18]([CH2:24][CH:23]=[CH2:22])[CH2:19][CH2:20]3)=[CH:7][C:5]=2[N:6]=1. (5) Given the reactants [C:1]([N:8]1[CH2:13][CH2:12][N:11]([C:14](=[O:22])[C:15]2[CH:20]=[CH:19][CH:18]=[CH:17][C:16]=2Br)[CH2:10][CH2:9]1)([O:3][C:4]([CH3:7])([CH3:6])[CH3:5])=[O:2].[NH:23]1[CH2:28][CH2:27][NH:26][CH2:25][CH2:24]1, predict the reaction product. The product is: [C:1]([N:8]1[CH2:13][CH2:12][N:11]([C:14](=[O:22])[C:15]2[CH:20]=[CH:19][CH:18]=[CH:17][C:16]=2[N:23]2[CH2:28][CH2:27][NH:26][CH2:25][CH2:24]2)[CH2:10][CH2:9]1)([O:3][C:4]([CH3:7])([CH3:6])[CH3:5])=[O:2]. (6) Given the reactants [NH2:1][C:2]1[S:6][C:5]2[CH2:7][CH2:8][CH2:9][C:4]=2[C:3]=1[C:10]([C:12]1[CH:17]=[CH:16][C:15]([O:18][CH3:19])=[CH:14][CH:13]=1)=O.[CH:20]1([C:23](=[O:28])[CH2:24][C:25](=O)[CH3:26])[CH2:22][CH2:21]1, predict the reaction product. The product is: [CH:20]1([C:23]([C:24]2[C:10]([C:12]3[CH:17]=[CH:16][C:15]([O:18][CH3:19])=[CH:14][CH:13]=3)=[C:3]3[C:4]4[CH2:9][CH2:8][CH2:7][C:5]=4[S:6][C:2]3=[N:1][C:25]=2[CH3:26])=[O:28])[CH2:22][CH2:21]1. (7) Given the reactants CC1(C)[O:7][C@H:6]2[C@H:8]([OH:13])[C@H:9]([OH:12])[CH2:10][O:11][C@H:5]2[CH2:4][O:3]1.Cl, predict the reaction product. The product is: [OH:3][CH2:4][C@H:5]1[C@@H:6]([OH:7])[C@H:8]([OH:13])[C@H:9]([OH:12])[CH2:10][O:11]1.